This data is from NCI-60 drug combinations with 297,098 pairs across 59 cell lines. The task is: Regression. Given two drug SMILES strings and cell line genomic features, predict the synergy score measuring deviation from expected non-interaction effect. (1) Drug 1: CC12CCC3C(C1CCC2=O)CC(=C)C4=CC(=O)C=CC34C. Drug 2: CCN(CC)CCNC(=O)C1=C(NC(=C1C)C=C2C3=C(C=CC(=C3)F)NC2=O)C. Cell line: CAKI-1. Synergy scores: CSS=14.2, Synergy_ZIP=-6.29, Synergy_Bliss=-5.39, Synergy_Loewe=-7.84, Synergy_HSA=-3.89. (2) Drug 1: CCN(CC)CCNC(=O)C1=C(NC(=C1C)C=C2C3=C(C=CC(=C3)F)NC2=O)C. Drug 2: CS(=O)(=O)CCNCC1=CC=C(O1)C2=CC3=C(C=C2)N=CN=C3NC4=CC(=C(C=C4)OCC5=CC(=CC=C5)F)Cl. Cell line: SK-OV-3. Synergy scores: CSS=68.5, Synergy_ZIP=11.7, Synergy_Bliss=11.8, Synergy_Loewe=16.2, Synergy_HSA=21.7. (3) Drug 1: C1=NC(=NC(=O)N1C2C(C(C(O2)CO)O)O)N. Drug 2: C(=O)(N)NO. Cell line: HCC-2998. Synergy scores: CSS=18.3, Synergy_ZIP=1.07, Synergy_Bliss=5.35, Synergy_Loewe=-11.1, Synergy_HSA=3.25. (4) Drug 1: C1CC(C1)(C(=O)O)C(=O)O.[NH2-].[NH2-].[Pt+2]. Drug 2: C(CCl)NC(=O)N(CCCl)N=O. Cell line: A498. Synergy scores: CSS=6.04, Synergy_ZIP=-0.808, Synergy_Bliss=3.37, Synergy_Loewe=3.23, Synergy_HSA=2.92.